Task: Predict the product of the given reaction.. Dataset: Forward reaction prediction with 1.9M reactions from USPTO patents (1976-2016) (1) Given the reactants [Br:1][C:2]1[N:7]=[CH:6][C:5]([CH2:8][NH:9][C:10]2[N:18]=[C:17](Cl)[N:16]=[C:15]3[C:11]=2[N:12]=[CH:13][N:14]3[CH:20]2[CH2:24][CH2:23][CH2:22][CH2:21]2)=[CH:4][CH:3]=1.[NH2:25][C@H:26]1[CH2:31][CH2:30][C@H:29]([NH2:32])[CH2:28][CH2:27]1, predict the reaction product. The product is: [NH2:25][CH:26]1[CH2:31][CH2:30][CH:29]([NH:32][C:17]2[N:16]=[C:15]3[C:11]([N:12]=[CH:13][N:14]3[CH:20]3[CH2:24][CH2:23][CH2:22][CH2:21]3)=[C:10]([NH:9][CH2:8][C:5]3[CH:6]=[N:7][C:2]([Br:1])=[CH:3][CH:4]=3)[N:18]=2)[CH2:28][CH2:27]1. (2) Given the reactants [N:1]1([C:5]2[C:10]([C:11]([C:13]3[CH:14]=[N:15][N:16]([CH3:25])[C:17]=3[C:18]3[CH:23]=[CH:22][C:21]([CH3:24])=[CH:20][CH:19]=3)=O)=[C:9](Cl)[N:8]=[CH:7][N:6]=2)[CH2:4][CH2:3][CH2:2]1.[CH3:27][NH:28][NH2:29], predict the reaction product. The product is: [N:1]1([C:5]2[N:6]=[CH:7][N:8]=[C:9]3[N:28]([CH3:27])[N:29]=[C:11]([C:13]4[CH:14]=[N:15][N:16]([CH3:25])[C:17]=4[C:18]4[CH:23]=[CH:22][C:21]([CH3:24])=[CH:20][CH:19]=4)[C:10]=23)[CH2:4][CH2:3][CH2:2]1. (3) Given the reactants Br[C:2]1[CH:3]=[N:4][N:5]([CH2:7][O:8][CH2:9][CH2:10][Si:11]([CH3:14])([CH3:13])[CH3:12])[CH:6]=1.CC1(C)C(C)(C)OB([C:23]2[CH2:32][CH2:31][C:26]3([O:30][CH2:29][CH2:28][O:27]3)[CH2:25][CH:24]=2)O1.[O-]P([O-])([O-])=O.[K+].[K+].[K+].C(Cl)Cl, predict the reaction product. The product is: [O:27]1[C:26]2([CH2:31][CH2:32][C:23]([C:2]3[CH:3]=[N:4][N:5]([CH2:7][O:8][CH2:9][CH2:10][Si:11]([CH3:14])([CH3:13])[CH3:12])[CH:6]=3)=[CH:24][CH2:25]2)[O:30][CH2:29][CH2:28]1. (4) Given the reactants [F:1][C:2]1[CH:3]=[C:4]([NH:8][C:9]2[N:14]=[C:13](O)[C:12]([C:16]#[C:17][CH2:18][CH2:19][CH2:20][N:21]3[C:29](=[O:30])[C:28]4[C:23](=[CH:24][CH:25]=[CH:26][CH:27]=4)[C:22]3=[O:31])=[CH:11][N:10]=2)[CH:5]=[CH:6][CH:7]=1.P(Cl)(Cl)([Cl:34])=O, predict the reaction product. The product is: [Cl:34][C:13]1[C:12]([C:16]#[C:17][CH2:18][CH2:19][CH2:20][N:21]2[C:29](=[O:30])[C:28]3[C:23](=[CH:24][CH:25]=[CH:26][CH:27]=3)[C:22]2=[O:31])=[CH:11][N:10]=[C:9]([NH:8][C:4]2[CH:5]=[CH:6][CH:7]=[C:2]([F:1])[CH:3]=2)[N:14]=1. (5) Given the reactants [H-].[Na+].[CH3:3][N:4]([CH3:8])[CH2:5][CH2:6][OH:7].[F:9][C:10]1[CH:11]=[C:12]([CH:33]=[CH:34][CH:35]=1)[CH2:13][O:14][C:15]1[CH:32]=[CH:31][C:18]([NH:19][C:20]2[C:29]3[C:24](=[CH:25][CH:26]=[CH:27][C:28]=3F)[N:23]=[CH:22][N:21]=2)=[CH:17][CH:16]=1.[Cl-].[NH4+], predict the reaction product. The product is: [F:9][C:10]1[CH:11]=[C:12]([CH:33]=[CH:34][CH:35]=1)[CH2:13][O:14][C:15]1[CH:32]=[CH:31][C:18]([NH:19][C:20]2[C:29]3[C:24](=[CH:25][CH:26]=[CH:27][C:28]=3[O:7][CH2:6][CH2:5][N:4]([CH3:8])[CH3:3])[N:23]=[CH:22][N:21]=2)=[CH:17][CH:16]=1. (6) Given the reactants [CH3:1][CH2:2][O:3][C:4]1[C:9]([CH:10]2[C:20]3[C:15](=[CH:16][C:17]4[O:23][CH2:22][O:21][C:18]=4[CH:19]=3)[NH:14][C:12](=O)[CH2:11]2)=[CH:8][CH:7]=[CH:6][CH:5]=1.COC1C=CC(P2(SP(C3C=CC(OC)=CC=3)(=S)S2)=[S:33])=CC=1, predict the reaction product. The product is: [CH2:2]([O:3][C:4]1[CH:5]=[CH:6][CH:7]=[CH:8][C:9]=1[CH:10]1[C:20]2[CH:19]=[C:18]3[O:21][CH2:22][O:23][C:17]3=[CH:16][C:15]=2[NH:14][C:12](=[S:33])[CH2:11]1)[CH3:1]. (7) Given the reactants [CH2:1]1[C:7]2[CH:8]=[CH:9][CH:10]=[CH:11][C:6]=2[CH2:5][CH2:4][NH:3][CH2:2]1.C(N(CC)CC)C.[C:19](O[C:19]([C:21]([F:24])([F:23])[F:22])=[O:20])([C:21]([F:24])([F:23])[F:22])=[O:20], predict the reaction product. The product is: [F:22][C:21]([F:24])([F:23])[C:19]([N:3]1[CH2:2][CH2:1][C:7]2[CH:8]=[CH:9][CH:10]=[CH:11][C:6]=2[CH2:5][CH2:4]1)=[O:20]. (8) Given the reactants [NH2:1][C@@H:2]([CH3:19])[CH2:3][N:4]1[CH:8]=[CH:7][C:6]([C:9]2[CH:16]=[CH:15][C:12]([C:13]#[N:14])=[C:11]([Cl:17])[C:10]=2[CH3:18])=[N:5]1.[F:20][C:21]([F:31])([F:30])[C:22]1[S:23][CH:24]=[C:25]([C:27](O)=[O:28])[N:26]=1, predict the reaction product. The product is: [Cl:17][C:11]1[C:10]([CH3:18])=[C:9]([C:6]2[CH:7]=[CH:8][N:4]([CH2:3][C@@H:2]([NH:1][C:27]([C:25]3[N:26]=[C:22]([C:21]([F:31])([F:20])[F:30])[S:23][CH:24]=3)=[O:28])[CH3:19])[N:5]=2)[CH:16]=[CH:15][C:12]=1[C:13]#[N:14].